Dataset: Full USPTO retrosynthesis dataset with 1.9M reactions from patents (1976-2016). Task: Predict the reactants needed to synthesize the given product. (1) Given the product [F:1][C:2]1[C:9]([O:10][CH2:14][O:15][CH3:16])=[CH:8][CH:7]=[C:6]([I:11])[C:3]=1[C:4]#[N:5], predict the reactants needed to synthesize it. The reactants are: [F:1][C:2]1[C:9]([OH:10])=[CH:8][CH:7]=[C:6]([I:11])[C:3]=1[C:4]#[N:5].[H-].[Na+].[CH3:14][O:15][CH2:16]Cl. (2) The reactants are: [CH:1]1(B(O)O)[CH2:3][CH2:2]1.P([O-])([O-])([O-])=O.[K+].[K+].[K+].Br[C:16]1[CH:25]=[CH:24][C:19]([C:20]([O:22][CH3:23])=[O:21])=[C:18]([CH3:26])[CH:17]=1.C1(C)C=CC=CC=1. Given the product [CH:1]1([C:16]2[CH:25]=[CH:24][C:19]([C:20]([O:22][CH3:23])=[O:21])=[C:18]([CH3:26])[CH:17]=2)[CH2:3][CH2:2]1, predict the reactants needed to synthesize it. (3) Given the product [Cl:1][C:2]1[CH:9]=[C:8]([CH:10]2[CH2:12][CH2:11]2)[CH:7]=[CH:6][C:3]=1[CH2:4][NH:23][CH2:22][CH2:21][C:17]1[CH:18]=[CH:19][CH:20]=[C:15]([C:14]([F:13])([F:24])[F:25])[CH:16]=1, predict the reactants needed to synthesize it. The reactants are: [Cl:1][C:2]1[CH:9]=[C:8]([CH:10]2[CH2:12][CH2:11]2)[CH:7]=[CH:6][C:3]=1[CH:4]=O.[F:13][C:14]([F:25])([F:24])[C:15]1[CH:16]=[C:17]([CH2:21][CH2:22][NH2:23])[CH:18]=[CH:19][CH:20]=1.[BH4-].[Na+].Cl. (4) Given the product [C:1]([NH:4][CH2:5][C@@H:6]1[O:10][C:9](=[O:11])[N:8]([C:12]2[CH:17]=[CH:16][C:15]([C:18]([NH:36][OH:35])=[O:19])=[C:14]([F:32])[CH:13]=2)[CH2:7]1)(=[O:3])[CH3:2], predict the reactants needed to synthesize it. The reactants are: [C:1]([NH:4][CH2:5][C@@H:6]1[O:10][C:9](=[O:11])[N:8]([C:12]2[CH:17]=[CH:16][C:15]([C:18](OC3C(F)=C(F)C(F)=C(F)C=3F)=[O:19])=[C:14]([F:32])[CH:13]=2)[CH2:7]1)(=[O:3])[CH3:2].C[Si](C)(C)[O:35][NH2:36].C(OCC)C.